Dataset: Rat liver microsome stability data. Task: Regression/Classification. Given a drug SMILES string, predict its absorption, distribution, metabolism, or excretion properties. Task type varies by dataset: regression for continuous measurements (e.g., permeability, clearance, half-life) or binary classification for categorical outcomes (e.g., BBB penetration, CYP inhibition). Dataset: rlm. The molecule is Clc1ccc2[nH]c(CNc3nc(N4CCOCC4)nc4c3ncn4-c3cccnc3)nc2c1. The result is 1 (stable in rat liver microsomes).